This data is from Forward reaction prediction with 1.9M reactions from USPTO patents (1976-2016). The task is: Predict the product of the given reaction. (1) Given the reactants [N:1]1([C:5]2[N:10]=[C:9]([CH2:11][N:12]3[C@@H:16]([CH3:17])[C@@H:15]([C:18]4[CH:23]=[C:22]([CH3:24])[CH:21]=[C:20]([CH3:25])[CH:19]=4)[O:14][C:13]3=[O:26])[C:8]([C:27]3[CH:28]=[C:29]([CH2:35][CH2:36][C:37]([OH:39])=O)[CH:30]=[CH:31][C:32]=3[O:33][CH3:34])=[CH:7][CH:6]=2)[CH2:4][CH2:3][CH2:2]1.C(Cl)(=O)C(Cl)=O.[OH-].[NH4+:47].C(O)(C(F)(F)F)=O, predict the reaction product. The product is: [N:1]1([C:5]2[N:10]=[C:9]([CH2:11][N:12]3[C@@H:16]([CH3:17])[C@@H:15]([C:18]4[CH:23]=[C:22]([CH3:24])[CH:21]=[C:20]([CH3:25])[CH:19]=4)[O:14][C:13]3=[O:26])[C:8]([C:27]3[CH:28]=[C:29]([CH2:35][CH2:36][C:37]([NH2:47])=[O:39])[CH:30]=[CH:31][C:32]=3[O:33][CH3:34])=[CH:7][CH:6]=2)[CH2:4][CH2:3][CH2:2]1. (2) Given the reactants [N+:1]([C:4]1[CH:5]=[CH:6][C:7]2[O:12][C@:11]([CH3:18])([CH:13]([O:16][CH3:17])[O:14][CH3:15])[C@@H:10]3[O:19][C@@H:9]3[C:8]=2[CH:20]=1)([O-:3])=[O:2].[CH3:21][C:22]1[CH:27]=[C:26]([CH3:28])[CH:25]=[C:24]([CH3:29])[C:23]=1[NH:30][CH2:31][C:32]1[N:33]=[N:34][N:35]([CH3:37])[N:36]=1, predict the reaction product. The product is: [N+:1]([C:4]1[CH:5]=[CH:6][C:7]2[O:12][C@:11]([CH3:18])([CH:13]([O:16][CH3:17])[O:14][CH3:15])[C@H:10]([OH:19])[C@@H:9]([N:30]([C:23]3[C:24]([CH3:29])=[CH:25][C:26]([CH3:28])=[CH:27][C:22]=3[CH3:21])[CH2:31][C:32]3[N:33]=[N:34][N:35]([CH3:37])[N:36]=3)[C:8]=2[CH:20]=1)([O-:3])=[O:2].